This data is from Catalyst prediction with 721,799 reactions and 888 catalyst types from USPTO. The task is: Predict which catalyst facilitates the given reaction. (1) Reactant: Cl[CH2:2][CH2:3][NH:4][C:5]([NH:7][CH:8]([C:10]1[CH:15]=[CH:14][CH:13]=[CH:12][C:11]=1[Cl:16])[CH3:9])=[O:6].N12CCCN=C1CCCCC2. The catalyst class is: 10. Product: [Cl:16][C:11]1[CH:12]=[CH:13][CH:14]=[CH:15][C:10]=1[CH:8]([NH:7][C:5]1[O:6][CH2:2][CH2:3][N:4]=1)[CH3:9]. (2) Reactant: BrCCC[N:5]1[C:9]2[CH:10]=[CH:11][CH:12]=[CH:13][C:8]=2[N:7]([C:14]2[CH:19]=[CH:18][C:17]([Cl:20])=[CH:16][CH:15]=2)[S:6]1(=[O:22])=[O:21].[Cl:23][CH2:24][CH2:25][C@@H:26]([C:28]1[CH:33]=[CH:32][CH:31]=[CH:30][CH:29]=1)O.C1(P(C2C=CC=CC=2)C2C=CC=CC=2)C=CC=CC=1.CC(OC(/N=N/C(OC(C)C)=O)=O)C. Product: [Cl:20][C:17]1[CH:16]=[CH:15][C:14]([N:7]2[S:6](=[O:21])(=[O:22])[N:5]([CH:26]([C:28]3[CH:33]=[CH:32][CH:31]=[CH:30][CH:29]=3)[CH2:25][CH2:24][Cl:23])[C:9]3[CH:10]=[CH:11][CH:12]=[CH:13][C:8]2=3)=[CH:19][CH:18]=1. The catalyst class is: 1. (3) Reactant: [OH:1][C:2]1[C:3]([O:22][CH3:23])=[CH:4][C:5]([C:16]2[N:20]=[C:19]([CH3:21])[O:18][N:17]=2)=[C:6]([C:8]([C:10]2[CH:15]=[CH:14][CH:13]=[CH:12][CH:11]=2)=[O:9])[CH:7]=1.[N+:24]([O-])([OH:26])=[O:25]. Product: [OH:1][C:2]1[C:7]([N+:24]([O-:26])=[O:25])=[C:6]([C:8]([C:10]2[CH:11]=[CH:12][CH:13]=[CH:14][CH:15]=2)=[O:9])[C:5]([C:16]2[N:20]=[C:19]([CH3:21])[O:18][N:17]=2)=[CH:4][C:3]=1[O:22][CH3:23]. The catalyst class is: 2. (4) Reactant: [C:1]1([CH:7]=[CH:8][C:9](=[O:21])[CH2:10][C:11](=[O:20])[CH:12]=[CH:13][C:14]2[CH:19]=[CH:18][CH:17]=[CH:16][CH:15]=2)[CH:6]=[CH:5][CH:4]=[CH:3][CH:2]=1. Product: [C:14]1([CH2:13][CH2:12][C:11](=[O:20])[CH2:10][C:9](=[O:21])[CH2:8][CH2:7][C:1]2[CH:2]=[CH:3][CH:4]=[CH:5][CH:6]=2)[CH:15]=[CH:16][CH:17]=[CH:18][CH:19]=1. The catalyst class is: 153.